From a dataset of Full USPTO retrosynthesis dataset with 1.9M reactions from patents (1976-2016). Predict the reactants needed to synthesize the given product. (1) Given the product [Cl:2][C:3]1[C:12]([O:13][CH:14]([C:19]2([CH3:38])[CH2:24][CH2:23][N:22]([S:34]([CH3:33])(=[O:36])=[O:35])[CH2:21][CH2:20]2)[C:15]([F:18])([F:17])[F:16])=[N:11][C:10]2[C:5](=[CH:6][CH:7]=[CH:8][CH:9]=2)[N:4]=1, predict the reactants needed to synthesize it. The reactants are: Cl.[Cl:2][C:3]1[C:12]([O:13][CH:14]([C:19]2(F)[CH2:24][CH2:23][NH:22][CH2:21][CH2:20]2)[C:15]([F:18])([F:17])[F:16])=[N:11][C:10]2[C:5](=[CH:6][CH:7]=[CH:8][CH:9]=2)[N:4]=1.C(N(CC)CC)C.[CH3:33][S:34](Cl)(=[O:36])=[O:35].[C:38](=O)(O)[O-].[Na+]. (2) Given the product [N:19]1([CH2:24][CH2:25][NH:26][C:27]([C:29]2[CH:33]=[C:32]([CH3:34])[NH:31][C:30]=2[CH:35]=[C:11]2[C:10]3[C:14](=[CH:15][CH:16]=[CH:17][C:9]=3[C:5]3[CH:6]=[CH:7][CH:8]=[C:3]([O:2][CH3:1])[CH:4]=3)[NH:13][C:12]2=[O:18])=[O:28])[CH2:23][CH2:22][CH2:21][CH2:20]1, predict the reactants needed to synthesize it. The reactants are: [CH3:1][O:2][C:3]1[CH:4]=[C:5]([C:9]2[CH:17]=[CH:16][CH:15]=[C:14]3[C:10]=2[CH2:11][C:12](=[O:18])[NH:13]3)[CH:6]=[CH:7][CH:8]=1.[N:19]1([CH2:24][CH2:25][NH:26][C:27]([C:29]2[CH:33]=[C:32]([CH3:34])[NH:31][C:30]=2[CH:35]=O)=[O:28])[CH2:23][CH2:22][CH2:21][CH2:20]1. (3) Given the product [CH3:1][O:2][C:3]1[CH:4]=[C:5]2[C:9](=[CH:10][C:11]=1[NH2:12])[N:8]([C:15](=[O:23])[CH2:16][N:17]1[CH2:18][CH2:19][O:20][CH2:21][CH2:22]1)[CH2:7][CH2:6]2, predict the reactants needed to synthesize it. The reactants are: [CH3:1][O:2][C:3]1[CH:4]=[C:5]2[C:9](=[CH:10][C:11]=1[N+:12]([O-])=O)[N:8]([C:15](=[O:23])[CH2:16][N:17]1[CH2:22][CH2:21][O:20][CH2:19][CH2:18]1)[CH2:7][CH2:6]2.O.O.[Sn](Cl)Cl.Cl. (4) Given the product [CH2:29]([O:36][C:37]1[CH:61]=[CH:60][C:59]([CH:62]2[CH2:63][CH2:64][N:65]([CH2:68][CH2:69][OH:70])[CH2:66][CH2:67]2)=[CH:58][C:38]=1[C:39]([NH:41][C:42]1[CH:51]=[C:50]([C:52]2[CH:57]=[CH:56][CH:55]=[CH:54][CH:53]=2)[CH:49]=[CH:48][C:43]=1[C:44]([O:46][CH3:47])=[O:45])=[O:40])[C:30]1[CH:31]=[CH:32][CH:33]=[CH:34][CH:35]=1, predict the reactants needed to synthesize it. The reactants are: [F-].C([N+](CCCC)(CCCC)CCCC)CCC.O1CCCC1.O1CCCC1.[CH2:29]([O:36][C:37]1[CH:61]=[CH:60][C:59]([CH:62]2[CH2:67][CH2:66][N:65]([CH2:68][CH2:69][O:70][Si](C(C)(C)C)(C)C)[CH2:64][CH2:63]2)=[CH:58][C:38]=1[C:39]([NH:41][C:42]1[CH:51]=[C:50]([C:52]2[CH:57]=[CH:56][CH:55]=[CH:54][CH:53]=2)[CH:49]=[CH:48][C:43]=1[C:44]([O:46][CH3:47])=[O:45])=[O:40])[C:30]1[CH:35]=[CH:34][CH:33]=[CH:32][CH:31]=1.O. (5) Given the product [OH:1][CH2:2][C:3]([C:4]1[O:6][N:65]=[C:44]([NH:45][C:46]2[CH:47]=[CH:48][C:49]([CH3:64])=[C:50]([NH:52][C:53]([C:55]3[N:59]4[CH:60]=[CH:61][CH:62]=[CH:63][C:58]4=[N:57][CH:56]=3)=[O:54])[CH:51]=2)[N:43]=1)([CH3:8])[CH3:7], predict the reactants needed to synthesize it. The reactants are: [OH:1][CH2:2][C:3]([CH3:8])([CH3:7])[C:4]([OH:6])=O.CN(C(ON1N=NC2C=CC=NC1=2)=[N+](C)C)C.F[P-](F)(F)(F)(F)F.CCN(C(C)C)C(C)C.O[N:43]=[C:44]([NH2:65])[NH:45][C:46]1[CH:47]=[CH:48][C:49]([CH3:64])=[C:50]([NH:52][C:53]([C:55]2[N:59]3[CH:60]=[CH:61][CH:62]=[CH:63][C:58]3=[N:57][CH:56]=2)=[O:54])[CH:51]=1. (6) Given the product [ClH:63].[O:31]1[C:40]2[CH:39]=[C:38]([CH2:41][NH:1][CH:2]3[CH2:3][CH2:4][N:5]([CH2:8][C@H:9]4[N:19]5[C:20]6[N:11]([C:12](=[O:23])[CH:13]=[C:14]([CH3:22])[C:15]=6[CH:16]=[CH:17][C:18]5=[O:21])[CH2:10]4)[CH2:6][CH2:7]3)[N:37]=[CH:36][C:35]=2[O:34][CH2:33][CH2:32]1, predict the reactants needed to synthesize it. The reactants are: [NH2:1][CH:2]1[CH2:7][CH2:6][N:5]([CH2:8][C@H:9]2[N:19]3[C:20]4[N:11]([C:12](=[O:23])[CH:13]=[C:14]([CH3:22])[C:15]=4[CH:16]=[CH:17][C:18]3=[O:21])[CH2:10]2)[CH2:4][CH2:3]1.C(N(CC)CC)C.[O:31]1[C:40]2[CH:39]=[C:38]([CH:41]=O)[N:37]=[CH:36][C:35]=2[O:34][CH2:33][CH2:32]1.C(O[BH-](OC(=O)C)OC(=O)C)(=O)C.[Na+].C([O-])(O)=O.[Na+].C(Cl)(Cl)[Cl:63]. (7) Given the product [CH:1]12[CH2:10][CH:5]3[CH2:6][CH:7]([CH2:9][CH:3]([CH2:4]3)[CH:2]1[NH:11][C:12]([C:14]1[CH:15]=[N:16][N:17]([C:20]3[CH:25]=[CH:24][CH:23]=[CH:22][CH:21]=3)[C:18]=1[N:29]1[CH2:30][CH2:31][CH2:32][CH:27]([OH:26])[CH2:28]1)=[O:13])[CH2:8]2, predict the reactants needed to synthesize it. The reactants are: [CH:1]12[CH2:10][CH:5]3[CH2:6][CH:7]([CH2:9][CH:3]([CH2:4]3)[CH:2]1[NH:11][C:12]([C:14]1[CH:15]=[N:16][N:17]([C:20]3[CH:25]=[CH:24][CH:23]=[CH:22][CH:21]=3)[C:18]=1Cl)=[O:13])[CH2:8]2.[OH:26][CH:27]1[CH2:32][CH2:31][CH2:30][NH:29][CH2:28]1. (8) Given the product [C:14]([O-:26])(=[O:25])[CH2:15][C:16]([CH2:21][C:22]([O-:24])=[O:23])([C:18]([O-:20])=[O:19])[OH:17].[NH4+:27].[NH4+:27].[NH4+:27].[O:2]=[CH:3][C@@H:4]([C@H:6]([C@@H:8]([C@@H:10]([CH2:12][OH:13])[OH:11])[OH:9])[OH:7])[OH:5], predict the reactants needed to synthesize it. The reactants are: O.[O:2]=[CH:3][C@@H:4]([C@H:6]([C@@H:8]([C@@H:10]([CH2:12][OH:13])[OH:11])[OH:9])[OH:7])[OH:5].[C:14]([O-:26])(=[O:25])[CH2:15][C:16]([CH2:21][C:22]([O-:24])=[O:23])([C:18]([O-:20])=[O:19])[OH:17].[NH4+:27].[NH4+].[NH4+].